The task is: Predict the reaction yield, written as a fraction of the theoretical maximum amount of product (1.0 means a 100% yield; for example, 0.34 means a 34% yield).. This data is from Reaction yield outcomes from USPTO patents with 853,638 reactions. (1) The catalyst is O1CCOCC1. The reactants are [C:1]([C:5]1[O:9][N:8]=[C:7]([NH:10][C:11](=[O:38])[CH2:12][C:13]2[CH:18]=[CH:17][C:16]([C:19]3[CH:20]=[C:21]4[C:27]([CH2:28][NH:29][CH3:30])=[N:26][N:25](C5CCCCO5)[C:22]4=[N:23][CH:24]=3)=[CH:15][C:14]=2[F:37])[CH:6]=1)([CH3:4])([CH3:3])[CH3:2].Cl. The yield is 0.0960. The product is [C:1]([C:5]1[O:9][N:8]=[C:7]([NH:10][C:11](=[O:38])[CH2:12][C:13]2[CH:18]=[CH:17][C:16]([C:19]3[CH:20]=[C:21]4[C:27]([CH2:28][NH:29][CH3:30])=[N:26][NH:25][C:22]4=[N:23][CH:24]=3)=[CH:15][C:14]=2[F:37])[CH:6]=1)([CH3:4])([CH3:2])[CH3:3]. (2) The reactants are [C:1]1([C:7]#[C:8][C:9]2[CH:14]=[CH:13][CH:12]=[CH:11][CH:10]=2)[CH:6]=[CH:5][CH:4]=[CH:3][CH:2]=1.[N+:15]([CH:18](C(OC)=O)[C:19]([O:21][CH3:22])=[O:20])([O-])=[O:16]. The catalyst is C1(C)C=C(C)C=C(C)C=1. The product is [C:1]1([C:7]2[C:18]([C:19]([O:21][CH3:22])=[O:20])=[N:15][O:16][C:8]=2[C:9]2[CH:10]=[CH:11][CH:12]=[CH:13][CH:14]=2)[CH:6]=[CH:5][CH:4]=[CH:3][CH:2]=1. The yield is 0.140. (3) The reactants are [F:1][C:2]1[CH:3]=[CH:4][CH:5]=[C:6]2[C:10]=1[NH:9][CH:8]=[C:7]2[CH2:11]N(C)C.[CH2:15]([O:17][C:18](=[O:28])[CH:19]([NH:25][CH:26]=[O:27])[C:20]([O:22][CH2:23][CH3:24])=[O:21])[CH3:16].[OH-].[Na+]. The catalyst is C1(C)C=CC=CC=1. The product is [CH2:23]([O:22][C:20](=[O:21])[C:19]([CH2:11][C:7]1[C:6]2[C:10](=[C:2]([F:1])[CH:3]=[CH:4][CH:5]=2)[NH:9][CH:8]=1)([NH:25][CH:26]=[O:27])[C:18]([O:17][CH2:15][CH3:16])=[O:28])[CH3:24]. The yield is 0.990. (4) The reactants are Br[C:2]1[CH:3]=[C:4]([C:8](=[O:22])[C:9]([C:11]2[CH:16]=[CH:15][C:14]([O:17][CH:18]([F:20])[F:19])=[C:13]([CH3:21])[CH:12]=2)=[O:10])[CH:5]=[CH:6][CH:7]=1.CN(C=O)C.CCN(CC)CC.[CH:35]#[C:36][CH2:37][CH3:38]. The catalyst is CCOC(C)=O.Cl[Pd](Cl)([P](C1C=CC=CC=1)(C1C=CC=CC=1)C1C=CC=CC=1)[P](C1C=CC=CC=1)(C1C=CC=CC=1)C1C=CC=CC=1.[Cu]I. The product is [C:35]([C:2]1[CH:3]=[C:4]([C:8](=[O:22])[C:9]([C:11]2[CH:16]=[CH:15][C:14]([O:17][CH:18]([F:20])[F:19])=[C:13]([CH3:21])[CH:12]=2)=[O:10])[CH:5]=[CH:6][CH:7]=1)#[C:36][CH2:37][CH3:38]. The yield is 0.421.